This data is from NCI-60 drug combinations with 297,098 pairs across 59 cell lines. The task is: Regression. Given two drug SMILES strings and cell line genomic features, predict the synergy score measuring deviation from expected non-interaction effect. Drug 1: C1=CC=C(C=C1)NC(=O)CCCCCCC(=O)NO. Drug 2: C1CC(CNC1)C2=CC=C(C=C2)N3C=C4C=CC=C(C4=N3)C(=O)N. Cell line: NCI-H460. Synergy scores: CSS=43.2, Synergy_ZIP=2.98, Synergy_Bliss=3.50, Synergy_Loewe=2.45, Synergy_HSA=8.72.